This data is from Forward reaction prediction with 1.9M reactions from USPTO patents (1976-2016). The task is: Predict the product of the given reaction. (1) Given the reactants [CH3:1][O:2][C:3]1[CH:4]=[CH:5][C:6]([NH2:9])=[N:7][CH:8]=1.[N:10]([C:13]([O:15][CH2:16][CH3:17])=[O:14])=[C:11]=[S:12], predict the reaction product. The product is: [CH3:1][O:2][C:3]1[CH:4]=[CH:5][C:6]([NH:9][C:11]([NH:10][C:13](=[O:14])[O:15][CH2:16][CH3:17])=[S:12])=[N:7][CH:8]=1. (2) Given the reactants [N:1]1[CH:6]=[CH:5][N:4]=[C:3]2[S:7][C:8]([C:10]([OH:12])=O)=[CH:9][C:2]=12.CN(C(ON1N=NC2C=CC=NC1=2)=[N+](C)C)C.F[P-](F)(F)(F)(F)F.CCN(C(C)C)C(C)C.[CH3:46][C:47]1[CH:53]=[CH:52][C:51]([N+:54]([O-:56])=[O:55])=[CH:50][C:48]=1[NH2:49], predict the reaction product. The product is: [CH3:46][C:47]1[CH:53]=[CH:52][C:51]([N+:54]([O-:56])=[O:55])=[CH:50][C:48]=1[NH:49][C:10]([C:8]1[S:7][C:3]2=[N:4][CH:5]=[CH:6][N:1]=[C:2]2[CH:9]=1)=[O:12]. (3) Given the reactants [CH3:1][CH:2]([N:4]1[CH2:9][CH2:8][N:7]([C:10]2[CH:15]=[CH:14][C:13]([N+:16]([O-])=O)=[C:12]([O:19][CH3:20])[C:11]=2[CH3:21])[CH2:6][CH2:5]1)[CH3:3], predict the reaction product. The product is: [CH3:21][C:11]1[C:12]([O:19][CH3:20])=[C:13]([CH:14]=[CH:15][C:10]=1[N:7]1[CH2:6][CH2:5][N:4]([CH:2]([CH3:3])[CH3:1])[CH2:9][CH2:8]1)[NH2:16].